The task is: Regression. Given two drug SMILES strings and cell line genomic features, predict the synergy score measuring deviation from expected non-interaction effect.. This data is from NCI-60 drug combinations with 297,098 pairs across 59 cell lines. (1) Drug 1: CCC1(CC2CC(C3=C(CCN(C2)C1)C4=CC=CC=C4N3)(C5=C(C=C6C(=C5)C78CCN9C7C(C=CC9)(C(C(C8N6C=O)(C(=O)OC)O)OC(=O)C)CC)OC)C(=O)OC)O.OS(=O)(=O)O. Drug 2: C1CN(P(=O)(OC1)NCCCl)CCCl. Cell line: HT29. Synergy scores: CSS=16.3, Synergy_ZIP=14.3, Synergy_Bliss=24.8, Synergy_Loewe=5.40, Synergy_HSA=10.8. (2) Synergy scores: CSS=13.5, Synergy_ZIP=-4.28, Synergy_Bliss=1.15, Synergy_Loewe=0.823, Synergy_HSA=0.937. Drug 1: C1=NC2=C(N=C(N=C2N1C3C(C(C(O3)CO)O)F)Cl)N. Drug 2: N.N.Cl[Pt+2]Cl. Cell line: NCI-H226.